The task is: Predict the reaction yield, written as a fraction of the theoretical maximum amount of product (1.0 means a 100% yield; for example, 0.34 means a 34% yield).. This data is from Reaction yield outcomes from USPTO patents with 853,638 reactions. (1) The reactants are [N+:1]([C:4]1[CH:9]=[CH:8][CH:7]=[CH:6][C:5]=1[NH:10][C@@H:11]([CH2:16][C:17]1[S:18][CH:19]=[CH:20][CH:21]=1)[C:12](OC)=[O:13])([O-])=O. The catalyst is CO.CCOC(C)=O.[Pd]. The product is [S:18]1[CH:19]=[CH:20][CH:21]=[C:17]1[CH2:16][C@@H:11]1[NH:10][C:5]2[C:4](=[CH:9][CH:8]=[CH:7][CH:6]=2)[NH:1][C:12]1=[O:13]. The yield is 0.950. (2) The reactants are [Cl:1][C:2]1[C:7]([CH2:8][C:9]([O:11]C)=[O:10])=[C:6]([N:13]([CH2:15][C:16]([NH:18][CH:19]2[CH2:23][CH2:22][CH2:21][CH2:20]2)=[O:17])[CH3:14])[N:5]=[C:4]([CH2:24][C:25]2[CH:30]=[CH:29][C:28]([NH:31][CH2:32][CH:33]3[CH2:38][CH2:37][CH2:36][CH2:35][CH2:34]3)=[CH:27][CH:26]=2)[N:3]=1.[OH-].[Na+].Cl. The catalyst is C1COCC1. The product is [Cl:1][C:2]1[C:7]([CH2:8][C:9]([OH:11])=[O:10])=[C:6]([N:13]([CH2:15][C:16]([NH:18][CH:19]2[CH2:20][CH2:21][CH2:22][CH2:23]2)=[O:17])[CH3:14])[N:5]=[C:4]([CH2:24][C:25]2[CH:26]=[CH:27][C:28]([NH:31][CH2:32][CH:33]3[CH2:38][CH2:37][CH2:36][CH2:35][CH2:34]3)=[CH:29][CH:30]=2)[N:3]=1. The yield is 0.280. (3) The reactants are [F:1][C:2]([F:29])([F:28])[C:3]1[CH:27]=[CH:26][CH:25]=[CH:24][C:4]=1[C:5]([N:7]1[CH2:11][C:10]2[CH2:12][N:13]([C:15]3[CH:23]=[CH:22][C:18]([C:19](O)=[O:20])=[CH:17][N:16]=3)[CH2:14][C:9]=2[CH2:8]1)=[O:6].Cl.[CH:31]1([CH2:36][NH2:37])[CH2:35][CH2:34][CH2:33][CH2:32]1. No catalyst specified. The product is [CH:31]1([CH2:36][NH:37][C:19](=[O:20])[C:18]2[CH:22]=[CH:23][C:15]([N:13]3[CH2:12][C:10]4[CH2:11][N:7]([C:5](=[O:6])[C:4]5[CH:24]=[CH:25][CH:26]=[CH:27][C:3]=5[C:2]([F:28])([F:29])[F:1])[CH2:8][C:9]=4[CH2:14]3)=[N:16][CH:17]=2)[CH2:35][CH2:34][CH2:33][CH2:32]1. The yield is 0.690. (4) The reactants are [CH2:1]([O:8][C:9]([NH:11][CH2:12][C:13]([N:15]1[CH2:20][C@@H:19]2[CH2:21][C@H:16]1[CH2:17][N:18]2[C:22]([O:24][C:25]([CH3:28])([CH3:27])[CH3:26])=[O:23])=O)=[O:10])[C:2]1[CH:7]=[CH:6][CH:5]=[CH:4][CH:3]=1.[H-].[Al+3].[Li+].[H-].[H-].[H-]. The catalyst is C1COCC1. The product is [CH2:1]([O:8][C:9]([NH:11][CH2:12][CH2:13][N:15]1[CH2:20][C@@H:19]2[CH2:21][C@H:16]1[CH2:17][N:18]2[C:22]([O:24][C:25]([CH3:28])([CH3:27])[CH3:26])=[O:23])=[O:10])[C:2]1[CH:3]=[CH:4][CH:5]=[CH:6][CH:7]=1. The yield is 0.520. (5) The reactants are [NH2:1][C:2]1[CH:3]=[C:4]([CH:14]=[CH:15][CH:16]=1)[CH2:5][NH:6][C:7](=[O:13])[O:8][C:9]([CH3:12])([CH3:11])[CH3:10].CCN(CC)CC.[C:24](Cl)(=[O:26])[CH3:25]. The catalyst is C(Cl)Cl. The product is [C:24]([NH:1][C:2]1[CH:3]=[C:4]([CH:14]=[CH:15][CH:16]=1)[CH2:5][NH:6][C:7](=[O:13])[O:8][C:9]([CH3:12])([CH3:11])[CH3:10])(=[O:26])[CH3:25]. The yield is 0.360.